Predict the product of the given reaction. From a dataset of Forward reaction prediction with 1.9M reactions from USPTO patents (1976-2016). (1) The product is: [Na+:55].[NH2:27][C:24]1[N:23]=[CH:22][C:21]([C:20]2[C:15]3[CH2:14][CH2:13][N:12]([C:9]4[CH:8]=[CH:7][C:6]([C:5]([O-:52])=[O:4])=[CH:11][CH:10]=4)[C:16]=3[N:17]=[C:18]([N:46]3[CH2:47][CH2:48][O:49][CH2:50][CH2:51]3)[N:19]=2)=[CH:26][N:25]=1. Given the reactants OO.C[O:4][C:5](=[O:52])[C:6]1[CH:11]=[CH:10][C:9]([N:12]2[C:16]3[N:17]=[C:18]([N:46]4[CH2:51][CH2:50][O:49][CH2:48][CH2:47]4)[N:19]=[C:20]([C:21]4[CH:22]=[N:23][C:24]([N:27](CC5C=CC(OC)=CC=5)CC5C=CC(OC)=CC=5)=[N:25][CH:26]=4)[C:15]=3[CH2:14][CH2:13]2)=[CH:8][CH:7]=1.Cl.[OH-].[Na+:55], predict the reaction product. (2) Given the reactants I[C:2]1[CH:7]=[C:6]([CH3:8])[C:5]([C:9]2[C:14]([CH3:15])=[CH:13][N:12]=[CH:11][C:10]=2[CH3:16])=[C:4]([CH3:17])[CH:3]=1.[C:18]([C:22]1[CH:27]=[C:26]([CH:28]=[CH2:29])[CH:25]=[C:24]([C:30]([CH3:33])([CH3:32])[CH3:31])[C:23]=1[OH:34])([CH3:21])([CH3:20])[CH3:19].C1C=CC(P(C2C=CC=CC=2)C2C=CC=CC=2)=CC=1, predict the reaction product. The product is: [C:18]([C:22]1[CH:27]=[C:26]([CH:28]=[CH:29][C:2]2[CH:7]=[C:6]([CH3:8])[C:5]([C:9]3[C:14]([CH3:15])=[CH:13][N:12]=[CH:11][C:10]=3[CH3:16])=[C:4]([CH3:17])[CH:3]=2)[CH:25]=[C:24]([C:30]([CH3:33])([CH3:32])[CH3:31])[C:23]=1[OH:34])([CH3:21])([CH3:20])[CH3:19]. (3) Given the reactants CON(C)[C:4]([C:6]1[C:15](=[O:16])[C:14]2[C:9](=[CH:10][CH:11]=[CH:12][CH:13]=2)[N:8]([CH2:17][C:18]2[CH:23]=[CH:22][CH:21]=[C:20]([Br:24])[N:19]=2)[CH:7]=1)=[O:5].I[C:27]1[CH:32]=[CH:31][C:30]([O:33][CH2:34][CH2:35][O:36][CH3:37])=[C:29]([CH3:38])[CH:28]=1.C([Mg]Cl)(C)C, predict the reaction product. The product is: [Br:24][C:20]1[N:19]=[C:18]([CH2:17][N:8]2[C:9]3[C:14](=[CH:13][CH:12]=[CH:11][CH:10]=3)[C:15](=[O:16])[C:6]([C:4](=[O:5])[C:27]3[CH:32]=[CH:31][C:30]([O:33][CH2:34][CH2:35][O:36][CH3:37])=[C:29]([CH3:38])[CH:28]=3)=[CH:7]2)[CH:23]=[CH:22][CH:21]=1. (4) Given the reactants [NH2:1][C:2]1[N:10]=[C:9]2[C:5]([NH:6][CH:7]=[N:8]2)=[C:4]([Cl:11])[N:3]=1.C(=O)([O-])[O-].[K+].[K+].Br[CH2:19][C:20]([OH:22])=[O:21].Cl(O)(=O)=O, predict the reaction product. The product is: [NH2:1][C:2]1[N:10]=[C:9]2[C:5]([N:6]=[CH:7][N:8]2[CH2:19][C:20]([OH:22])=[O:21])=[C:4]([Cl:11])[N:3]=1. (5) Given the reactants [Cl:1][C:2]1[CH:11]=[C:10]2[C:5]([CH:6]=[CH:7][C:8]([CH3:12])=[N:9]2)=[C:4](O)[CH:3]=1.CC1C=CC2C(=CC=CC=2[N:25]2[CH2:30][CH2:29][NH:28][CH2:27][CH2:26]2)N=1, predict the reaction product. The product is: [Cl:1][C:2]1[CH:11]=[C:10]2[C:5]([CH:6]=[CH:7][C:8]([CH3:12])=[N:9]2)=[C:4]([N:25]2[CH2:30][CH2:29][NH:28][CH2:27][CH2:26]2)[CH:3]=1. (6) Given the reactants C([N:8]1[C:16]2[C:11](=[CH:12][C:13](Br)=[CH:14][CH:15]=2)[C:10]([CH3:18])=[N:9]1)(OC(C)(C)C)=O.C([O-])(=O)C.[K+].B1(B2OC(C)(C)C(C)(C)O2)OC(C)(C)C(C)(C)O1.C(Cl)[Cl:43].C(OC([N:52]1[CH2:57][CH2:56][CH2:55][CH:54]([NH:58][C:59]2[CH:60]=[CH:61][C:62]3[N:63]([C:65](Br)=[CH:66][N:67]=3)[N:64]=2)[CH2:53]1)=O)(C)(C)C.C(=O)([O-])[O-].[K+].[K+].[ClH:75], predict the reaction product. The product is: [ClH:43].[ClH:75].[ClH:43].[CH3:18][C:10]1[C:11]2[C:16](=[CH:15][CH:14]=[C:13]([C:65]3[N:63]4[N:64]=[C:59]([NH:58][CH:54]5[CH2:55][CH2:56][CH2:57][NH:52][CH2:53]5)[CH:60]=[CH:61][C:62]4=[N:67][CH:66]=3)[CH:12]=2)[NH:8][N:9]=1.